This data is from Full USPTO retrosynthesis dataset with 1.9M reactions from patents (1976-2016). The task is: Predict the reactants needed to synthesize the given product. (1) Given the product [Cl:27][C:28]1[CH:33]=[CH:32][CH:31]=[C:30]([CH:34]([CH2:35][I:25])[CH2:37][CH2:38][C:39]([F:42])([F:41])[F:40])[CH:29]=1, predict the reactants needed to synthesize it. The reactants are: C1(P(C2C=CC=CC=2)C2C=CC=CC=2)C=CC=CC=1.N1C=CN=C1.[I:25]I.[Cl:27][C:28]1[CH:29]=[C:30]([CH:34]([CH2:37][CH2:38][C:39]([F:42])([F:41])[F:40])[CH2:35]O)[CH:31]=[CH:32][CH:33]=1. (2) Given the product [C:7]([O:11][C:12](=[O:31])[C@@H:13]([NH:20][C:21](=[O:30])[C:22]1[CH:27]=[CH:26][C:25]([Br:28])=[CH:24][C:23]=1[O:29][CH2:32][C:33]1[CH:38]=[CH:37][CH:36]=[CH:35][CH:34]=1)[CH2:14][O:15][C:16]([CH3:19])([CH3:18])[CH3:17])([CH3:8])([CH3:9])[CH3:10], predict the reactants needed to synthesize it. The reactants are: C(=O)([O-])[O-].[Cs+].[Cs+].[C:7]([O:11][C:12](=[O:31])[C@@H:13]([NH:20][C:21](=[O:30])[C:22]1[CH:27]=[CH:26][C:25]([Br:28])=[CH:24][C:23]=1[OH:29])[CH2:14][O:15][C:16]([CH3:19])([CH3:18])[CH3:17])([CH3:10])([CH3:9])[CH3:8].[CH2:32](Br)[C:33]1[CH:38]=[CH:37][CH:36]=[CH:35][CH:34]=1. (3) Given the product [NH2:1][C:2]1[N:7]=[C:6]([N:8]2[CH2:9][CH2:10][C:11]3([CH2:16][CH:15]([C:17]([OH:19])=[O:18])[NH:14][CH2:13][CH2:12]3)[CH2:21][CH2:22]2)[CH:5]=[C:4]([O:23][C@H:24]([C:29]2[CH:34]=[CH:33][C:32]([Cl:35])=[CH:31][C:30]=2[N:36]2[CH:40]=[CH:39][C:38]([CH3:41])=[N:37]2)[C:25]([F:26])([F:28])[F:27])[N:3]=1, predict the reactants needed to synthesize it. The reactants are: [NH2:1][C:2]1[N:7]=[C:6]([N:8]2[CH2:22][CH2:21][C:11]3([CH2:16][CH:15]([C:17]([O:19]C)=[O:18])[NH:14][CH2:13][CH2:12]3)[CH2:10][CH2:9]2)[CH:5]=[C:4]([O:23][C@H:24]([C:29]2[CH:34]=[CH:33][C:32]([Cl:35])=[CH:31][C:30]=2[N:36]2[CH:40]=[CH:39][C:38]([CH3:41])=[N:37]2)[C:25]([F:28])([F:27])[F:26])[N:3]=1.[Li+].[OH-].